This data is from Catalyst prediction with 721,799 reactions and 888 catalyst types from USPTO. The task is: Predict which catalyst facilitates the given reaction. (1) Reactant: [NH:1]=[C:2]([C:27]1[CH:32]=[CH:31][CH:30]=[CH:29][CH:28]=1)[C:3]1[CH:8]=[CH:7][CH:6]=[C:5]([CH3:9])[C:4]=1[C:10]1[CH:11]=[C:12]2[C:17](=[CH:18][CH:19]=1)[N:16]=[C:15]([NH2:20])[C:14]([N:21]1[CH2:26][CH2:25][O:24][CH2:23][CH2:22]1)=[CH:13]2.[BH4-].[Na+].CC(C)=O. Product: [NH2:1][CH:2]([C:27]1[CH:28]=[CH:29][CH:30]=[CH:31][CH:32]=1)[C:3]1[CH:8]=[CH:7][CH:6]=[C:5]([CH3:9])[C:4]=1[C:10]1[CH:11]=[C:12]2[C:17](=[CH:18][CH:19]=1)[N:16]=[C:15]([NH2:20])[C:14]([N:21]1[CH2:22][CH2:23][O:24][CH2:25][CH2:26]1)=[CH:13]2. The catalyst class is: 5. (2) Reactant: [Cl-:1].[Cl-].[Cl-].[Ti+3:4].C(Cl)[Cl:6].[CH:14]1([Mg][CH:14]2[CH:18]=[CH:17][CH:16]=[CH:15]2)[CH:18]=[CH:17][CH:16]=[CH:15]1. Product: [Cl-:6].[CH:17]1([Ti+2:4][CH:14]2[CH:15]=[CH:16][CH:17]=[CH:18]2)[CH:16]=[CH:15][CH:14]=[CH:18]1.[Cl-:1]. The catalyst class is: 1. (3) Reactant: C[O:2][C:3]([C:5]1[CH:10]=[CH:9][C:8]([O:11][C:12]2[C:17]3[CH2:18][C:19]([CH3:22])([CH3:21])[O:20][C:16]=3[CH:15]=[C:14]([C:23](=[O:31])[NH:24][C:25]3[CH:29]=[CH:28][N:27]([CH3:30])[N:26]=3)[CH:13]=2)=[CH:7][N:6]=1)=[O:4].[OH-].[Na+]. Product: [CH3:21][C:19]1([CH3:22])[CH2:18][C:17]2[C:12]([O:11][C:8]3[CH:9]=[CH:10][C:5]([C:3]([OH:4])=[O:2])=[N:6][CH:7]=3)=[CH:13][C:14]([C:23](=[O:31])[NH:24][C:25]3[CH:29]=[CH:28][N:27]([CH3:30])[N:26]=3)=[CH:15][C:16]=2[O:20]1. The catalyst class is: 1. (4) Reactant: Cl[CH2:2][C:3]1[CH:4]=[C:5]2[C:9](=[CH:10][CH:11]=1)[CH2:8][C@H:7]([NH:12][C:13](=[O:22])[O:14][CH2:15][C:16]1[CH:21]=[CH:20][CH:19]=[CH:18][CH:17]=1)[CH2:6]2.CC1(C)COB([C:30]2[CH:31]=[C:32]([CH:37]=[C:38]([C:40]([F:43])([F:42])[F:41])[CH:39]=2)[C:33]([O:35][CH3:36])=[O:34])OC1.C(=O)([O-])[O-].[Na+].[Na+].C(Cl)Cl. Product: [CH2:15]([O:14][C:13]([NH:12][C@@H:7]1[CH2:6][C:5]2[C:9](=[CH:10][CH:11]=[C:3]([CH2:2][C:30]3[CH:31]=[C:32]([CH:37]=[C:38]([C:40]([F:41])([F:43])[F:42])[CH:39]=3)[C:33]([O:35][CH3:36])=[O:34])[CH:4]=2)[CH2:8]1)=[O:22])[C:16]1[CH:21]=[CH:20][CH:19]=[CH:18][CH:17]=1. The catalyst class is: 1.